Dataset: Forward reaction prediction with 1.9M reactions from USPTO patents (1976-2016). Task: Predict the product of the given reaction. (1) Given the reactants [CH:1]([C:4]1[CH:12]=[CH:11][C:7]([C:8]([OH:10])=O)=[CH:6][CH:5]=1)([CH3:3])[CH3:2].C([O:15][C:16](=[O:38])[C:17]([O:20][C:21]1[CH:26]=[CH:25][C:24]([O:27][C:28]2[CH:33]=[CH:32][CH:31]=[C:30]([CH2:34][NH2:35])[CH:29]=2)=[CH:23][C:22]=1[CH2:36]C)([CH3:19])[CH3:18])C, predict the reaction product. The product is: [CH:1]([C:4]1[CH:5]=[CH:6][C:7]([C:8]([NH:35][CH2:34][C:30]2[CH:29]=[C:28]([CH:33]=[CH:32][CH:31]=2)[O:27][C:24]2[CH:25]=[CH:26][C:21]([O:20][C:17]([CH3:19])([CH3:18])[C:16]([OH:38])=[O:15])=[C:22]([CH3:36])[CH:23]=2)=[O:10])=[CH:11][CH:12]=1)([CH3:2])[CH3:3]. (2) Given the reactants [CH3:1][S:2](Cl)(=[O:4])=[O:3].[CH:6]([C@H:19]1[CH2:24][C@H:23]([OH:25])[CH2:22][CH2:21][O:20]1)([C:13]1[CH:18]=[CH:17][CH:16]=[CH:15][CH:14]=1)[C:7]1[CH:12]=[CH:11][CH:10]=[CH:9][CH:8]=1.C(N(CC)CC)C, predict the reaction product. The product is: [CH:6]([C@H:19]1[CH2:24][C@H:23]([O:25][S:2]([CH3:1])(=[O:4])=[O:3])[CH2:22][CH2:21][O:20]1)([C:13]1[CH:18]=[CH:17][CH:16]=[CH:15][CH:14]=1)[C:7]1[CH:8]=[CH:9][CH:10]=[CH:11][CH:12]=1. (3) Given the reactants [F:1][C:2]1[CH:9]=[C:8]([O:10][CH3:11])[C:7]([F:12])=[CH:6][C:3]=1[CH:4]=O.C(O)(=O)[CH2:14][C:15]([OH:17])=[O:16], predict the reaction product. The product is: [F:1][C:2]1[CH:9]=[C:8]([O:10][CH3:11])[C:7]([F:12])=[CH:6][C:3]=1/[CH:4]=[CH:14]/[C:15]([OH:17])=[O:16]. (4) Given the reactants [CH3:1][O:2][C:3]([NH:5][CH2:6][CH2:7][O:8][C@@H:9]([C:39]1[CH:44]=[CH:43][CH:42]=[C:41]([Cl:45])[CH:40]=1)[CH2:10][CH2:11][N:12]([CH2:36][CH2:37][CH3:38])[C:13](=[O:35])[NH:14][C@@H:15]([CH2:28][C@H:29]1[CH2:34][CH2:33][CH2:32][O:31][CH2:30]1)[CH2:16][N:17](C)[C:18](=O)OCC[Si](C)(C)C)=[O:4].C(O)(C(F)(F)F)=O.C(Cl)Cl, predict the reaction product. The product is: [Cl:45][C:41]1[CH:40]=[C:39]([C@H:9]([O:8][CH2:7][CH2:6][NH:5][C:3](=[O:4])[O:2][CH3:1])[CH2:10][CH2:11][N:12]([CH2:36][CH2:37][CH3:38])[C:13](=[O:35])[NH:14][C@@H:15]([CH2:28][C@H:29]2[CH2:34][CH2:33][CH2:32][O:31][CH2:30]2)[CH2:16][NH:17][CH3:18])[CH:44]=[CH:43][CH:42]=1. (5) Given the reactants Cl.[O:2]1[CH2:7][CH2:6][N:5]([CH2:8][CH2:9][O:10][C:11]2[CH:18]=[CH:17][C:14](C=O)=[CH:13][C:12]=2[N+:19]([O-:21])=[O:20])[CH2:4][CH2:3]1.[CH:22]([O:27][CH3:28])([O:25][CH3:26])OC.Cl.C(=O)([O-])[O-].[K+].[K+], predict the reaction product. The product is: [CH3:28][O:27][CH:22]([O:25][CH3:26])[C:14]1[CH:17]=[CH:18][C:11]([O:10][CH2:9][CH2:8][N:5]2[CH2:4][CH2:3][O:2][CH2:7][CH2:6]2)=[C:12]([N+:19]([O-:21])=[O:20])[CH:13]=1. (6) Given the reactants [Cl-].[Cl:2][C:3]1[C:12]2[C:7](=[CH:8][CH:9]=[CH:10][CH:11]=2)[CH:6]=[CH:5][C:4]=1[NH:13][CH2:14][CH2:15][NH3+:16].C([O-])([O-])=O.[K+].[K+].[O:23]1[CH:27]=[CH:26][CH:25]=[C:24]1[CH:28]=O.[BH4-].[Na+], predict the reaction product. The product is: [Cl:2][C:3]1[C:12]2[C:7](=[CH:8][CH:9]=[CH:10][CH:11]=2)[CH:6]=[CH:5][C:4]=1[NH:13][CH2:14][CH2:15][NH:16][CH2:28][C:24]1[O:23][CH:27]=[CH:26][CH:25]=1. (7) Given the reactants Br[CH2:2][C:3]1[C:8]([C:9]([F:12])([F:11])[F:10])=[CH:7][CH:6]=[CH:5][C:4]=1[C:13]([F:16])([F:15])[F:14].[C-:17]#[N:18].[Na+], predict the reaction product. The product is: [F:14][C:13]([F:16])([F:15])[C:4]1[CH:5]=[CH:6][CH:7]=[C:8]([C:9]([F:12])([F:11])[F:10])[C:3]=1[CH2:2][C:17]#[N:18].